This data is from Full USPTO retrosynthesis dataset with 1.9M reactions from patents (1976-2016). The task is: Predict the reactants needed to synthesize the given product. (1) Given the product [N+:13]([CH:16]=[CH:9][C:8]1[CH:11]=[CH:12][C:5]([S:2]([CH3:1])(=[O:4])=[O:3])=[CH:6][CH:7]=1)([O-:15])=[O:14], predict the reactants needed to synthesize it. The reactants are: [CH3:1][S:2]([C:5]1[CH:12]=[CH:11][C:8]([CH:9]=O)=[CH:7][CH:6]=1)(=[O:4])=[O:3].[N+:13]([CH3:16])([O-:15])=[O:14].[OH-].[Na+].Cl. (2) Given the product [CH2:1]([O:3][C:4]1[CH:5]=[C:6]([CH:27]=[CH:28][CH:29]=1)[C:7]([C:9]1[C:18]2[C:13](=[CH:14][C:15]([O:21][CH:22]([CH3:24])[CH3:23])=[C:16]([O:19][CH3:20])[CH:17]=2)[C:12]([C:25]([OH:32])=[O:26])=[CH:11][N:10]=1)=[O:8])[CH3:2], predict the reactants needed to synthesize it. The reactants are: [CH2:1]([O:3][C:4]1[CH:5]=[C:6]([CH:27]=[CH:28][CH:29]=1)[C:7]([C:9]1[C:18]2[C:13](=[CH:14][C:15]([O:21][CH:22]([CH3:24])[CH3:23])=[C:16]([O:19][CH3:20])[CH:17]=2)[C:12]([CH:25]=[O:26])=[CH:11][N:10]=1)=[O:8])[CH3:2].O.P([O-])(O)(O)=[O:32].[Na+].CC(=CC)C.Cl([O-])=O.[Na+]. (3) Given the product [NH2:1][C:2]1[N:3]([CH3:30])[C:4](=[O:29])[C:5]([C:20]2[CH:21]=[C:22]([CH2:27][O:28][CH3:33])[N:23]([CH2:25][CH3:26])[CH:24]=2)([C:7]2[CH:12]=[CH:11][CH:10]=[C:9]([C:13]3[C:14]([F:19])=[N:15][CH:16]=[CH:17][CH:18]=3)[CH:8]=2)[N:6]=1, predict the reactants needed to synthesize it. The reactants are: [NH2:1][C:2]1[N:3]([CH3:30])[C:4](=[O:29])[C:5]([C:20]2[CH:21]=[C:22]([CH:27]=[O:28])[N:23]([CH2:25][CH3:26])[CH:24]=2)([C:7]2[CH:12]=[CH:11][CH:10]=[C:9]([C:13]3[C:14]([F:19])=[N:15][CH:16]=[CH:17][CH:18]=3)[CH:8]=2)[N:6]=1.[BH4-].[Na+].[CH2:33](O)C. (4) The reactants are: CON(C)[C:4]([C:6]1[C:15](=[O:16])[C:14]2[C:9](=[CH:10][CH:11]=[CH:12][CH:13]=2)[N:8]([CH2:17][C:18]2[CH:23]=[CH:22][CH:21]=[C:20]([Br:24])[N:19]=2)[CH:7]=1)=[O:5].[CH3:26][C:27]1[C:32]([CH3:33])=[CH:31][CH:30]=[CH:29][C:28]=1[Mg]Br. Given the product [Br:24][C:20]1[N:19]=[C:18]([CH2:17][N:8]2[C:9]3[C:14](=[CH:13][CH:12]=[CH:11][CH:10]=3)[C:15](=[O:16])[C:6]([C:4](=[O:5])[C:28]3[CH:29]=[CH:30][CH:31]=[C:32]([CH3:33])[C:27]=3[CH3:26])=[CH:7]2)[CH:23]=[CH:22][CH:21]=1, predict the reactants needed to synthesize it. (5) Given the product [ClH:30].[F:1][C:2]1[CH:3]=[C:4]([F:29])[C:5]2[C:9]([CH:10]=1)=[N:8][N:14]1[C:13]([CH:15]3[CH2:20][CH2:19][NH:18][CH2:17][CH2:16]3)=[CH:12][C:11](=[O:28])[NH:7][C:6]=21, predict the reactants needed to synthesize it. The reactants are: [F:1][C:2]1[CH:3]=[C:4]([F:29])[C:5]2[C:9]([CH:10]=1)=[N:8][N:7]1[C:11](=[O:28])[CH:12]=[C:13]([CH:15]3[CH2:20][CH2:19][N:18](C(OC(C)(C)C)=O)[CH2:17][CH2:16]3)[NH:14][C:6]=21.[ClH:30]. (6) Given the product [NH2:7][C@H:8]([CH2:13][C:14]1[CH:19]=[C:18]([F:20])[CH:17]=[CH:16][C:15]=1[F:21])[CH2:9][C:10]([N:47]1[CH2:50][CH2:30][C:29]2[C:28]([OH:34])=[N:27][C:26]([C:54]([F:59])([F:58])[F:53])=[N:25][C:23]=2[CH2:24]1)=[O:12], predict the reactants needed to synthesize it. The reactants are: CC(C)(OC([NH:7][C@H:8]([CH2:13][C:14]1[CH:19]=[C:18]([F:20])[CH:17]=[CH:16][C:15]=1[F:21])[CH2:9][C:10]([OH:12])=O)=O)C.[CH2:23]([N:25]=[C:26]=[N:27][CH2:28][CH2:29][CH2:30]N(C)C)[CH3:24].[OH:34]C1C2N=NNC=2C=CC=1.C([N:47]([CH:50](C)C)CC)(C)C.[F:53][C:54]([F:59])([F:58])C(O)=O. (7) Given the product [F:1][C:2]1[CH:7]=[CH:6][C:5]([O:8][CH:15]([C:9]2[CH:14]=[CH:13][CH:12]=[CH:11][CH:10]=2)[CH2:16][CH2:17][N:18]2[CH2:23][CH2:22][N:21]([C:24]3[CH:29]=[CH:28][CH:27]=[CH:26][CH:25]=3)[CH2:20][CH2:19]2)=[CH:4][CH:3]=1, predict the reactants needed to synthesize it. The reactants are: [F:1][C:2]1[CH:7]=[CH:6][C:5]([OH:8])=[CH:4][CH:3]=1.[C:9]1([CH:15](O)[CH2:16][CH2:17][N:18]2[CH2:23][CH2:22][N:21]([C:24]3[CH:29]=[CH:28][CH:27]=[CH:26][CH:25]=3)[CH2:20][CH2:19]2)[CH:14]=[CH:13][CH:12]=[CH:11][CH:10]=1.C1(P(C2C=CC=CC=2)C2C=CC=CC=2)C=CC=CC=1.N(C(OC(C)C)=O)=NC(OC(C)C)=O.CC(OC(/N=N/C(OC(C)C)=O)=O)C.